The task is: Predict the reaction yield, written as a fraction of the theoretical maximum amount of product (1.0 means a 100% yield; for example, 0.34 means a 34% yield).. This data is from Reaction yield outcomes from USPTO patents with 853,638 reactions. (1) The reactants are C(OC(=O)[NH:7][C:8]1[N:13]=[CH:12][C:11]([C:14]2[N:23]=[C:22]([N:24]3[CH2:29][CH2:28][O:27][CH2:26][CH2:25]3)[C:21]3[C:16](=[CH:17][C:18]([C:31]4[CH:36]=[CH:35][CH:34]=[C:33]([S:37]([CH3:40])(=[O:39])=[O:38])[CH:32]=4)=[C:19]([F:30])[CH:20]=3)[N:15]=2)=[CH:10][N:9]=1)(C)(C)C.Cl. The catalyst is O1CCOCC1. The product is [F:30][C:19]1[CH:20]=[C:21]2[C:16](=[CH:17][C:18]=1[C:31]1[CH:36]=[CH:35][CH:34]=[C:33]([S:37]([CH3:40])(=[O:39])=[O:38])[CH:32]=1)[N:15]=[C:14]([C:11]1[CH:12]=[N:13][C:8]([NH2:7])=[N:9][CH:10]=1)[N:23]=[C:22]2[N:24]1[CH2:29][CH2:28][O:27][CH2:26][CH2:25]1. The yield is 0.0700. (2) The reactants are [O-][Mn](=O)(=O)=O.[K+].[N:7]1[C:15]2[C:10](=[N:11][CH:12]=[CH:13][CH:14]=2)[NH:9][C:8]=1[CH2:16][OH:17].C([O-])([O-])=[O:19].[Na+].[Na+]. The catalyst is O. The product is [N:7]1[C:15]2[C:10](=[N:11][CH:12]=[CH:13][CH:14]=2)[NH:9][C:8]=1[C:16]([OH:19])=[O:17]. The yield is 1.00. (3) The yield is 0.865. The reactants are Cl[C:2]1[N:7]=[C:6]([NH:8][C:9]([C:11]2([C:14]3[CH:24]=[CH:23][C:17]4[O:18][C:19]([F:22])([F:21])[O:20][C:16]=4[CH:15]=3)[CH2:13][CH2:12]2)=[O:10])[CH:5]=[CH:4][C:3]=1[CH3:25].[CH3:26][O:27][C:28]1[CH:33]=[C:32](B2OC(C)(C)C(C)(C)O2)[CH:31]=[C:30]([CH3:43])[N:29]=1.C([O-])([O-])=O.[Na+].[Na+]. The catalyst is COCCOC.C(OCC)(=O)C.C1C=CC([P]([Pd]([P](C2C=CC=CC=2)(C2C=CC=CC=2)C2C=CC=CC=2)([P](C2C=CC=CC=2)(C2C=CC=CC=2)C2C=CC=CC=2)[P](C2C=CC=CC=2)(C2C=CC=CC=2)C2C=CC=CC=2)(C2C=CC=CC=2)C2C=CC=CC=2)=CC=1. The product is [F:21][C:19]1([F:22])[O:18][C:17]2[CH:23]=[CH:24][C:14]([C:11]3([C:9]([NH:8][C:6]4[N:7]=[C:2]([C:32]5[CH:31]=[C:30]([CH3:43])[N:29]=[C:28]([O:27][CH3:26])[CH:33]=5)[C:3]([CH3:25])=[CH:4][CH:5]=4)=[O:10])[CH2:13][CH2:12]3)=[CH:15][C:16]=2[O:20]1.